Dataset: Retrosynthesis with 50K atom-mapped reactions and 10 reaction types from USPTO. Task: Predict the reactants needed to synthesize the given product. (1) Given the product COC[C@H](C)Oc1cc(Oc2ccc(S(C)(=O)=O)nc2)cc(-c2ccc(C(=O)N[C@@H](CO)[C@H](C)O)[nH]2)c1, predict the reactants needed to synthesize it. The reactants are: COC[C@H](C)Oc1cc(Oc2ccc(S(C)(=O)=O)nc2)cc(-c2ccc(C(=O)O)[nH]2)c1.C[C@H](O)[C@@H](N)CO. (2) Given the product CC(C)(C)OC(=O)Nc1cccc(N(c2ncc([N+](=O)[O-])c(SC#N)n2)C2CC2)c1, predict the reactants needed to synthesize it. The reactants are: CC(C)(C)OC(=O)Nc1cccc(NC2CC2)c1.N#CSc1nc(Cl)ncc1[N+](=O)[O-]. (3) The reactants are: CC(C)(C)[Si](C)(C)OCCNc1ccc(NC(=O)c2ccccc2NC(=O)c2ccc(Cl)s2)cc1.N#CBr. Given the product CC(C)(C)[Si](C)(C)OCCN(C#N)c1ccc(NC(=O)c2ccccc2NC(=O)c2ccc(Cl)s2)cc1, predict the reactants needed to synthesize it. (4) The reactants are: CCCCn1c2c(cc(NC(=O)OCc3ccccc3)c1=O)CCCC2. Given the product CC(=O)O, predict the reactants needed to synthesize it. (5) Given the product COC(=O)[C@H](C(C)C)N1Cc2ccc(-c3ccc(NC(=S)Nc4cccc(OC)c4)cc3)cc2C1=O, predict the reactants needed to synthesize it. The reactants are: COC(=O)[C@H](C(C)C)N1Cc2ccc(-c3ccc(NC(=S)Nc4ccccc4F)cc3)cc2C1=O.COc1cccc(N=C=S)c1. (6) Given the product CCOC(=O)c1c(C#Cc2ccccc2)csc1N, predict the reactants needed to synthesize it. The reactants are: C#Cc1csc(N)c1C(=O)OCC.Ic1ccccc1. (7) Given the product CCC(CO)NC(=O)c1cc2cc(C#N)ccc2n1Cc1cccc(OC(F)(F)F)c1, predict the reactants needed to synthesize it. The reactants are: CCC(N)CO.N#Cc1ccc2c(c1)cc(C(=O)O)n2Cc1cccc(OC(F)(F)F)c1. (8) Given the product CCOc1cc(F)ccc1C(=O)O, predict the reactants needed to synthesize it. The reactants are: CCOC(=O)c1ccc(F)cc1OCC. (9) Given the product CC(C)(C)OC(=O)n1c(C(=O)O)cc2ccccc21, predict the reactants needed to synthesize it. The reactants are: CC(C)(C)OC(=O)OC(=O)OC(C)(C)C.O=C(O)c1cc2ccccc2[nH]1. (10) Given the product CCCC(=O)c1ccc(NCc2c(C)nn(-c3ccccc3)c2C)cc1, predict the reactants needed to synthesize it. The reactants are: CCCC(=O)c1ccc(N)cc1.Cc1nn(-c2ccccc2)c(C)c1C=O.